From a dataset of Peptide-MHC class I binding affinity with 185,985 pairs from IEDB/IMGT. Regression. Given a peptide amino acid sequence and an MHC pseudo amino acid sequence, predict their binding affinity value. This is MHC class I binding data. (1) The peptide sequence is RFEAYGWQV. The MHC is HLA-A11:01 with pseudo-sequence HLA-A11:01. The binding affinity (normalized) is 0.0847. (2) The peptide sequence is HMNYTPDQL. The MHC is H-2-Db with pseudo-sequence H-2-Db. The binding affinity (normalized) is 0. (3) The peptide sequence is RPKWLDARV. The MHC is HLA-B07:02 with pseudo-sequence HLA-B07:02. The binding affinity (normalized) is 0.951.